Dataset: Catalyst prediction with 721,799 reactions and 888 catalyst types from USPTO. Task: Predict which catalyst facilitates the given reaction. (1) Product: [C:19]([NH:27][C:28]1[C:29]2[N:30]=[CH:31][N:32]([C:64]=2[N:65]=[CH:66][N:67]=1)[C@@H:33]1[O:63][C@H:37]([CH2:38][O:39][C:40]([C:57]2[CH:62]=[CH:61][CH:60]=[CH:59][CH:58]=2)([C:49]2[CH:54]=[CH:53][C:52]([O:55][CH3:56])=[CH:51][CH:50]=2)[C:41]2[CH:42]=[CH:43][C:44]([O:47][CH3:48])=[CH:45][CH:46]=2)[C@@H:35]([O:36][P:130]([N:162]([CH:166]([CH3:168])[CH3:167])[CH:163]([CH3:164])[CH3:165])([O:132][CH2:133][CH2:134][O:135][CH2:136][CH2:137][O:138][C@@H:139]2[O:156][C@H:155]([CH2:157][O:158][C:159](=[O:161])[CH3:160])[C@H:150]([O:151][C:152](=[O:154])[CH3:153])[C@H:145]([O:146][C:147](=[O:149])[CH3:148])[C@H:140]2[O:141][C:142](=[O:144])[CH3:143])=[O:129])[CH2:34]1)(=[O:26])[C:20]1[CH:25]=[CH:24][CH:23]=[CH:22][CH:21]=1. The catalyst class is: 4. Reactant: C(N(P(N(C(C)C)C(C)C)(Cl)([O-])[O-])C(C)C)(C)C.[C:19]([NH:27][C:28]1[C:29]2[N:30]=[CH:31][N:32]([C:64]=2[N:65]=[CH:66][N:67]=1)[C@@H:33]1[O:63][C@H:37]([CH2:38][O:39][C:40]([C:57]2[CH:62]=[CH:61][CH:60]=[CH:59][CH:58]=2)([C:49]2[CH:54]=[CH:53][C:52]([O:55][CH3:56])=[CH:51][CH:50]=2)[C:41]2[CH:46]=[CH:45][C:44]([O:47][CH3:48])=[CH:43][CH:42]=2)[C@@H:35]([OH:36])[CH2:34]1)(=[O:26])[C:20]1[CH:25]=[CH:24][CH:23]=[CH:22][CH:21]=1.C(N(C(C)C)C(C)C)C.C(O[C@@H]1[C@@H](OC(=O)C)[C@@H](OC(=O)C)[C@@H](COC(=O)C)O[C@H]1OCCOCCO)(=O)C.N1C=NN=N1.C(NC1C2N=CN(C=2N=CN=1)[C@@H]1O[C@H](COC(C2C=CC=CC=2)(C2C=CC(OC)=CC=2)C2C=CC(OC)=CC=2)[C@@H]([O:129][P:130]([N:162]([CH:166]([CH3:168])[CH3:167])[CH:163]([CH3:165])[CH3:164])([O:132][CH2:133][CH2:134][O:135][CH2:136][CH2:137][O:138][C@@H:139]2[O:156][C@H:155]([CH2:157][O:158][C:159](=[O:161])[CH3:160])[C@@H:150]([O:151][C:152](=[O:154])[CH3:153])[C@H:145]([O:146][C:147](=[O:149])[CH3:148])[C@H:140]2[O:141][C:142](=[O:144])[CH3:143])=O)C1)(=O)C1C=CC=CC=1. (2) Reactant: [CH3:1][O:2][C:3]1[N:8]=[C:7]2[CH:9]=[C:10]([C:12]([NH2:14])=[O:13])[NH:11][C:6]2=[CH:5][CH:4]=1.[CH3:15][O:16][C:17]1[CH:18]=[C:19]([S:23][S:23][C:19]2[CH:20]=[CH:21][CH:22]=[C:17]([O:16][CH3:15])[CH:18]=2)[CH:20]=[CH:21][CH:22]=1. Product: [CH3:15][O:16][C:17]1[CH:18]=[C:19]([S:23][C:9]2[C:7]3=[N:8][C:3]([O:2][CH3:1])=[CH:4][CH:5]=[C:6]3[NH:11][C:10]=2[C:12]([NH2:14])=[O:13])[CH:20]=[CH:21][CH:22]=1. The catalyst class is: 3. (3) Reactant: [NH:1]1[C:9]2[C:4](=[CH:5][CH:6]=[CH:7][CH:8]=2)[CH:3]=[CH:2]1.[H-].[Na+].[Cl:12][C:13]1[N:18]=[C:17](Cl)[C:16]([F:20])=[CH:15][N:14]=1.O. Product: [Cl:12][C:13]1[N:18]=[C:17]([N:1]2[C:9]3[C:4](=[CH:5][CH:6]=[CH:7][CH:8]=3)[CH:3]=[CH:2]2)[C:16]([F:20])=[CH:15][N:14]=1. The catalyst class is: 3. (4) Reactant: [O:1]1[C:5]2[CH:6]=[CH:7][CH:8]=[CH:9][C:4]=2[CH:3]=[C:2]1[C:10]([OH:12])=O.O.ON1C2C=CC=CC=2N=N1.Cl.CN(C)CCCN=C=NCC.[CH3:36][C:37]1([C:43]2[CH:44]=[C:45]([NH:49][S:50]([CH3:53])(=[O:52])=[O:51])[CH:46]=[CH:47][CH:48]=2)[CH:42]2[CH:38]1[CH2:39][NH:40][CH2:41]2.C(=O)([O-])O.[Na+]. Product: [O:1]1[C:5]2[CH:6]=[CH:7][CH:8]=[CH:9][C:4]=2[CH:3]=[C:2]1[C:10]([N:40]1[CH2:41][CH:42]2[CH:38]([C:37]2([C:43]2[CH:44]=[C:45]([NH:49][S:50]([CH3:53])(=[O:52])=[O:51])[CH:46]=[CH:47][CH:48]=2)[CH3:36])[CH2:39]1)=[O:12]. The catalyst class is: 405. (5) Reactant: [Cl:1][C:2]1[CH:7]=[CH:6][C:5]([OH:8])=[CH:4][CH:3]=1.F[C:10]1[CH:15]=[CH:14][CH:13]=[CH:12][C:11]=1[N+:16]([O-:18])=[O:17].C(=O)([O-])[O-].[K+].[K+]. Product: [Cl:1][C:2]1[CH:7]=[CH:6][C:5]([O:8][C:10]2[CH:15]=[CH:14][CH:13]=[CH:12][C:11]=2[N+:16]([O-:18])=[O:17])=[CH:4][CH:3]=1. The catalyst class is: 3. (6) Reactant: [C:1]([C:4]1[C:12]2[C:7](=[CH:8][CH:9]=[C:10](Br)[CH:11]=2)[N:6]([CH2:14][C:15]([O:17][C:18]([CH3:21])([CH3:20])[CH3:19])=[O:16])[CH:5]=1)(=[O:3])[CH3:2].[N:22]1([C:28]([O:30][C:31]([CH3:34])([CH3:33])[CH3:32])=[O:29])[CH2:27][CH2:26][NH:25][CH2:24][CH2:23]1.C(=O)([O-])[O-].[Cs+].[Cs+]. Product: [C:1]([C:4]1[C:12]2[C:7](=[CH:8][CH:9]=[C:10]([N:25]3[CH2:24][CH2:23][N:22]([C:28]([O:30][C:31]([CH3:34])([CH3:33])[CH3:32])=[O:29])[CH2:27][CH2:26]3)[CH:11]=2)[N:6]([CH2:14][C:15]([O:17][C:18]([CH3:21])([CH3:20])[CH3:19])=[O:16])[CH:5]=1)(=[O:3])[CH3:2]. The catalyst class is: 11. (7) Reactant: [CH2:1]([C:3]([O:5][CH:6](I)[C:7]([O:9][CH:10]([CH3:12])[CH3:11])=[O:8])=[S:4])[CH3:2].[C:14]([OH:22])(=[O:21])[C:15]1[CH:20]=[CH:19][CH:18]=[CH:17][CH:16]=1.C(N(C(C)C)CC)(C)C. Product: [CH2:1]([C:3]([O:5][CH:6]([O:22][C:14](=[O:21])[C:15]1[CH:20]=[CH:19][CH:18]=[CH:17][CH:16]=1)[C:7]([O:9][CH:10]([CH3:12])[CH3:11])=[O:8])=[S:4])[CH3:2]. The catalyst class is: 7.